Dataset: Full USPTO retrosynthesis dataset with 1.9M reactions from patents (1976-2016). Task: Predict the reactants needed to synthesize the given product. (1) Given the product [F:12][C:9]([F:10])([F:11])[C:7]1[CH:6]=[C:5]([NH:13][C:14](=[O:25])[C:15]2[CH:20]=[C:19]([Cl:21])[CH:18]=[C:17]([CH3:22])[C:16]=2[OH:23])[CH:4]=[C:3]([C:2]([F:1])([F:26])[F:27])[CH:8]=1, predict the reactants needed to synthesize it. The reactants are: [F:1][C:2]([F:27])([F:26])[C:3]1[CH:4]=[C:5]([NH:13][C:14](=[O:25])[C:15]2[CH:20]=[C:19]([Cl:21])[CH:18]=[C:17]([CH3:22])[C:16]=2[O:23]C)[CH:6]=[C:7]([C:9]([F:12])([F:11])[F:10])[CH:8]=1.B(Br)(Br)Br.[OH-].[Na+]. (2) Given the product [O:44]1[CH2:45][CH2:46][N:41]([C:39]2[CH:38]=[C:37]([NH:47][C:7]3[N:12]=[C:11]([N:13]([CH2:4][CH2:3][O:2][CH3:1])[C:14]4[CH:15]=[C:16]([CH2:21][OH:22])[CH:17]=[CH:18][C:19]=4[CH3:20])[CH:10]=[CH:9][N:8]=3)[CH:36]=[C:35]([N:29]3[CH2:30][CH2:31][O:32][CH2:33][CH2:34]3)[CH:40]=2)[CH2:42][CH2:43]1, predict the reactants needed to synthesize it. The reactants are: [CH3:1][O:2][CH2:3][CH2:4]Br.Cl[C:7]1[N:12]=[C:11]([NH:13][C:14]2[CH:15]=[C:16]([CH2:21][OH:22])[CH:17]=[CH:18][C:19]=2[CH3:20])[CH:10]=[CH:9][N:8]=1.C(=O)([O-])[O-].[Cs+].[Cs+].[N:29]1([C:35]2[CH:36]=[C:37]([NH:47]C3N=C(N(C4C=CC=C(OC)C=4)C)C=CN=3)[CH:38]=[C:39]([N:41]3[CH2:46][CH2:45][O:44][CH2:43][CH2:42]3)[CH:40]=2)[CH2:34][CH2:33][O:32][CH2:31][CH2:30]1.Cl. (3) Given the product [F:21][C:22]1[CH:30]=[C:29]([C:31]([F:34])([F:33])[F:32])[CH:28]=[C:27]([CH2:26][OH:35])[C:23]=1[CH2:24][OH:25], predict the reactants needed to synthesize it. The reactants are: FC1C=C(C=C(C(F)(F)F)C=1)C(N(C(C)C)C(C)C)=O.[F:21][C:22]1[CH:30]=[C:29]([C:31]([F:34])([F:33])[F:32])[CH:28]=[C:27]2[C:23]=1[CH2:24][O:25][C:26]2=[O:35].[BH4-].[Na+].